Dataset: Catalyst prediction with 721,799 reactions and 888 catalyst types from USPTO. Task: Predict which catalyst facilitates the given reaction. (1) Reactant: [Na+].[Cl:2][C:3]1[CH:11]=[CH:10][C:6]([C:7]([O-:9])=O)=[CH:5][C:4]=1[O:12][C:13]1[C:14]([NH:28][C:29]2[S:30][CH:31]=[C:32]([CH3:34])[N:33]=2)=[N:15][CH:16]=[C:17]([S:19][CH:20]([C:22]2[CH:27]=[CH:26][CH:25]=[CH:24][N:23]=2)[CH3:21])[CH:18]=1.C(Cl)(=O)OCC.[CH3:41][N:42]([CH3:46])[CH2:43][CH2:44][NH2:45].[OH-].[Na+].Cl. Product: [Cl:2][C:3]1[CH:11]=[CH:10][C:6]([C:7]([NH:45][CH2:44][CH2:43][N:42]([CH3:46])[CH3:41])=[O:9])=[CH:5][C:4]=1[O:12][C:13]1[C:14]([NH:28][C:29]2[S:30][CH:31]=[C:32]([CH3:34])[N:33]=2)=[N:15][CH:16]=[C:17]([S:19][CH:20]([C:22]2[CH:27]=[CH:26][CH:25]=[CH:24][N:23]=2)[CH3:21])[CH:18]=1. The catalyst class is: 158. (2) Reactant: [NH2:1][C:2](C(Cl)(Cl)Cl)=[C:3]([C:10]#[N:11])[C:4]([O:6][CH2:7][CH:8]=[CH2:9])=O.CC([O-])=O.[K+].[OH2:21].[NH2:22][NH2:23].C(Cl)Cl. Product: [NH2:1][C:2]1[C:3]([C:4]([O:6][CH2:7][CH:8]=[CH2:9])=[O:21])=[C:10]([NH2:11])[NH:23][N:22]=1. The catalyst class is: 618.